This data is from Full USPTO retrosynthesis dataset with 1.9M reactions from patents (1976-2016). The task is: Predict the reactants needed to synthesize the given product. Given the product [CH2:13]([O:17][C:5]1[N:6]=[CH:7][C:8]([I:10])=[CH:9][C:4]=1[C:3]([O:2][CH2:1][CH2:19][CH2:18][CH3:22])=[O:12])[CH2:14][CH2:15][CH3:16], predict the reactants needed to synthesize it. The reactants are: [CH3:1][O:2][C:3](=[O:12])[C:4]1[CH:9]=[C:8]([I:10])[CH:7]=[N:6][C:5]=1Cl.[CH2:13]([OH:17])[CH2:14][CH2:15][CH3:16].[CH2:18]1[CH2:22]OC[CH2:19]1.